From a dataset of Catalyst prediction with 721,799 reactions and 888 catalyst types from USPTO. Predict which catalyst facilitates the given reaction. (1) Reactant: [C:1]([C:5]1[CH:9]=[C:8]([NH2:10])[N:7]([C:11]2[CH:12]=[C:13]3[C:17](=[CH:18][CH:19]=2)[NH:16][N:15]=[CH:14]3)[N:6]=1)([CH3:4])([CH3:3])[CH3:2].[OH-].[Na+].[CH3:22][C:23]([O:26][C:27](O[C:27]([O:26][C:23]([CH3:25])([CH3:24])[CH3:22])=[O:28])=[O:28])([CH3:25])[CH3:24]. Product: [NH2:10][C:8]1[N:7]([C:11]2[CH:12]=[C:13]3[C:17](=[CH:18][CH:19]=2)[N:16]([C:27]([O:26][C:23]([CH3:25])([CH3:24])[CH3:22])=[O:28])[N:15]=[CH:14]3)[N:6]=[C:5]([C:1]([CH3:4])([CH3:2])[CH3:3])[CH:9]=1. The catalyst class is: 12. (2) Reactant: [F:1][C:2]1[CH:10]=[CH:9][C:5]([C:6](Cl)=[O:7])=[CH:4][CH:3]=1.[N+:11]([C:14]1[O:18][C:17]([C:19]([N:21]2[CH2:26][CH2:25][NH:24][CH2:23][CH2:22]2)=[O:20])=[CH:16][CH:15]=1)([O-:13])=[O:12]. Product: [F:1][C:2]1[CH:10]=[CH:9][C:5]([C:6]([N:24]2[CH2:25][CH2:26][N:21]([C:19]([C:17]3[O:18][C:14]([N+:11]([O-:13])=[O:12])=[CH:15][CH:16]=3)=[O:20])[CH2:22][CH2:23]2)=[O:7])=[CH:4][CH:3]=1. The catalyst class is: 624.